Dataset: Full USPTO retrosynthesis dataset with 1.9M reactions from patents (1976-2016). Task: Predict the reactants needed to synthesize the given product. (1) Given the product [CH2:1]([N:8]1[CH2:17][CH2:16][C:15]2[C:14]([Cl:31])=[N:13][C:12]([C:19]([F:22])([F:21])[F:20])=[N:11][C:10]=2[CH2:9]1)[C:2]1[CH:7]=[CH:6][CH:5]=[CH:4][CH:3]=1, predict the reactants needed to synthesize it. The reactants are: [CH2:1]([N:8]1[CH2:17][CH2:16][C:15]2[C:14](O)=[N:13][C:12]([C:19]([F:22])([F:21])[F:20])=[N:11][C:10]=2[CH2:9]1)[C:2]1[CH:7]=[CH:6][CH:5]=[CH:4][CH:3]=1.C1(P(Cl)([Cl:31])=O)C=CC=CC=1.C(=O)(O)[O-].[Na+].C. (2) Given the product [CH3:10][C:9]1[C:2]([OH:1])=[C:3]([CH3:4])[CH:6]=[CH:7][C:8]=1[OH:11], predict the reactants needed to synthesize it. The reactants are: [OH:1][C:2]1[C:9]([CH3:10])=[C:8]([OH:11])[CH:7]=[CH:6][C:3]=1[CH:4]=O.[BH3-]C#N.[Na+].Cl.O. (3) Given the product [CH3:32][C:33]1[CH:34]=[C:35]([CH:38]=[CH:39][CH:40]=1)[CH:36]=[N:30][NH:31][C:2]1[CH:3]=[C:4]([N:17]2[CH2:22][CH2:21][O:20][CH2:19][CH2:18]2)[C:5]2[N:6]([CH:8]=[C:9]([C:11]3[CH:12]=[N:13][CH:14]=[CH:15][CH:16]=3)[N:10]=2)[N:7]=1, predict the reactants needed to synthesize it. The reactants are: Cl[C:2]1[CH:3]=[C:4]([N:17]2[CH2:22][CH2:21][O:20][CH2:19][CH2:18]2)[C:5]2[N:6]([CH:8]=[C:9]([C:11]3[CH:12]=[N:13][CH:14]=[CH:15][CH:16]=3)[N:10]=2)[N:7]=1.C(=O)([O-])[O-].[K+].[K+].O.[NH2:30][NH2:31].[CH3:32][C:33]1[CH:34]=[C:35]([CH:38]=[CH:39][CH:40]=1)[CH:36]=O. (4) The reactants are: BrC1C=CC(CC[OH:10])=C(C)C=1.[Br:12][C:13]1[CH:14]=[C:15]([CH2:23][CH3:24])[C:16]([CH:21]=[CH2:22])=[C:17]([CH2:19][CH3:20])[CH:18]=1.B1C2CCCC1CCC2. Given the product [Br:12][C:13]1[CH:18]=[C:17]([CH2:19][CH3:20])[C:16]([CH2:21][CH2:22][OH:10])=[C:15]([CH2:23][CH3:24])[CH:14]=1, predict the reactants needed to synthesize it. (5) Given the product [C:7]1([C:6]2([C:13]3[CH:14]=[CH:15][CH:16]=[CH:17][CH:18]=3)[CH2:5][CH2:4][N:3]([CH2:19][C:20]3[O:22][N:60]=[C:49]([C:50]4[CH:51]=[N:52][C:53]([C:56]([F:59])([F:57])[F:58])=[CH:54][CH:55]=4)[N:48]=3)[C:2]2=[O:1])[CH:8]=[CH:9][CH:10]=[CH:11][CH:12]=1, predict the reactants needed to synthesize it. The reactants are: [O:1]=[C:2]1[C:6]([C:13]2[CH:18]=[CH:17][CH:16]=[CH:15][CH:14]=2)([C:7]2[CH:12]=[CH:11][CH:10]=[CH:9][CH:8]=2)[CH2:5][CH2:4][N:3]1[CH2:19][C:20]([OH:22])=O.FC1C=CC(C2(C3C=CC(F)=CC=3)CCN(CC(O)=O)C2=O)=CC=1.O[NH:48]/[C:49](=[N:60]\[H])/[C:50]1[CH:55]=[CH:54][C:53]([C:56]([F:59])([F:58])[F:57])=[N:52][CH:51]=1.ON/C(=N\[H])/C1C=CC(C(F)(F)F)=CC=1. (6) Given the product [NH2:33][C:25]1[N:24]=[C:23]([NH:1][C:2]2[CH:20]=[CH:19][C:5]([O:6][C:7]3[CH:12]=[CH:11][N:10]=[C:9]4[NH:13][CH:14]=[C:15]([CH2:16][CH2:17][OH:18])[C:8]=34)=[C:4]([F:21])[CH:3]=2)[CH:28]=[C:27]([C:29]([F:32])([F:30])[F:31])[N:26]=1, predict the reactants needed to synthesize it. The reactants are: [NH2:1][C:2]1[CH:20]=[CH:19][C:5]([O:6][C:7]2[CH:12]=[CH:11][N:10]=[C:9]3[NH:13][CH:14]=[C:15]([CH2:16][CH2:17][OH:18])[C:8]=23)=[C:4]([F:21])[CH:3]=1.Cl[C:23]1[CH:28]=[C:27]([C:29]([F:32])([F:31])[F:30])[N:26]=[C:25]([NH2:33])[N:24]=1.Cl.[OH-].[Na+]. (7) Given the product [CH3:1][O:2][C:3]1[CH:4]=[C:5]2[C:9](=[CH:10][CH:11]=1)[C:8](=[O:12])[CH:7]([CH2:13][C:14](=[O:16])[N:25]1[CH2:24][CH2:23][CH2:22][CH2:27]1)[CH2:6]2, predict the reactants needed to synthesize it. The reactants are: [CH3:1][O:2][C:3]1[CH:4]=[C:5]2[C:9](=[CH:10][CH:11]=1)[C:8](=[O:12])[CH:7]([CH2:13][C:14]([OH:16])=O)[CH2:6]2.CCN=C=N[CH2:22][CH2:23][CH2:24][N:25]([CH3:27])C.C1C=CC2N(O)N=NC=2C=1.CCN(C(C)C)C(C)C.N1CCCC1. (8) Given the product [CH2:16]([C:12]1[C:6]2[N:7]([CH3:11])[C:8]3[C:4]([C:5]=2[CH:15]=[CH:14][N:13]=1)=[CH:3][C:2]([C:25]1[CH:26]=[C:21]([CH:22]=[CH:23][CH:24]=1)[C:19]([NH2:18])=[O:20])=[CH:10][CH:9]=3)[CH3:17], predict the reactants needed to synthesize it. The reactants are: Br[C:2]1[CH:3]=[C:4]2[C:8](=[CH:9][CH:10]=1)[N:7]([CH3:11])[C:6]1[C:12]([CH2:16][CH3:17])=[N:13][CH:14]=[CH:15][C:5]2=1.[NH2:18][C:19]([C:21]1[CH:22]=[C:23](B(O)O)[CH:24]=[CH:25][CH:26]=1)=[O:20].P([O-])([O-])([O-])=O.[K+].[K+].[K+]. (9) The reactants are: [CH3:1][O:2][C:3]1[CH:4]=[N:5][CH:6]=[C:7]([O:9][CH3:10])[CH:8]=1.[Li+].CC([N-]C(C)C)C.[C:19](=[O:21])=[O:20]. Given the product [CH3:10][O:9][C:7]1[CH:6]=[N:5][CH:4]=[C:3]([O:2][CH3:1])[C:8]=1[C:19]([OH:21])=[O:20], predict the reactants needed to synthesize it. (10) Given the product [OH:14][C:2]([CH3:13])([CH3:1])[C:3]#[C:4][C:5]([C:7]1[CH:8]=[CH:9][N:10]=[CH:11][CH:12]=1)=[O:6], predict the reactants needed to synthesize it. The reactants are: [CH3:1][C:2]([O:14][Si](C)(C)C)([CH3:13])[C:3]#[C:4][C:5]([C:7]1[CH:12]=[CH:11][N:10]=[CH:9][CH:8]=1)=[O:6].CC1C=CC(S(O)(=O)=O)=CC=1.